From a dataset of Reaction yield outcomes from USPTO patents with 853,638 reactions. Predict the reaction yield, written as a fraction of the theoretical maximum amount of product (1.0 means a 100% yield; for example, 0.34 means a 34% yield). (1) The reactants are [F:1][C:2]([F:9])([F:8])/[CH:3]=[CH:4]/[C:5](O)=[O:6].C(Cl)(=O)C(Cl)=O.[CH:16]1([C:19]2[O:23][N:22]=[C:21]([NH:24][CH2:25][CH2:26][NH2:27])[N:20]=2)[CH2:18][CH2:17]1.ClCCl. The catalyst is ClCCl.C(OCC)(=O)C.CN(C=O)C. The product is [CH:16]1([C:19]2[O:23][N:22]=[C:21]([NH:24][CH2:25][CH2:26][NH:27][C:5](=[O:6])/[CH:4]=[CH:3]/[C:2]([F:9])([F:8])[F:1])[N:20]=2)[CH2:18][CH2:17]1. The yield is 0.190. (2) The reactants are [CH2:1]=[C:2]([C:4]1[N:5]=[CH:6][C:7]([O:10][C@H:11]2[CH2:32][N:14]3[CH2:15][CH2:16][N:17]([S:19]([C:22]4[CH:27]=[CH:26][C:25]([C:28]([F:31])([F:30])[F:29])=[CH:24][CH:23]=4)(=[O:21])=[O:20])[CH2:18][C@@H:13]3[CH2:12]2)=[N:8][CH:9]=1)[CH3:3].[H][H]. The catalyst is C(O)C.[OH-].[OH-].[Pd+2]. The product is [CH:2]([C:4]1[N:5]=[CH:6][C:7]([O:10][C@H:11]2[CH2:32][N:14]3[CH2:15][CH2:16][N:17]([S:19]([C:22]4[CH:27]=[CH:26][C:25]([C:28]([F:30])([F:31])[F:29])=[CH:24][CH:23]=4)(=[O:20])=[O:21])[CH2:18][C@@H:13]3[CH2:12]2)=[N:8][CH:9]=1)([CH3:3])[CH3:1]. The yield is 0.900. (3) The yield is 0.490. The product is [O:1]1[CH:5]=[CH:4][CH:3]=[C:2]1[C:6]1[N:11]=[C:10]([NH:12][C:24](=[O:31])[C:25]2[CH:30]=[CH:29][CH:28]=[CH:27][CH:26]=2)[CH:9]=[C:8]([N:13]2[CH:17]=[CH:16][CH:15]=[N:14]2)[N:7]=1. The catalyst is C(Cl)Cl. The reactants are [O:1]1[CH:5]=[CH:4][CH:3]=[C:2]1[C:6]1[N:11]=[C:10]([NH2:12])[CH:9]=[C:8]([N:13]2[CH:17]=[CH:16][CH:15]=[N:14]2)[N:7]=1.N1C=CC=CC=1.[C:24](Cl)(=[O:31])[C:25]1[CH:30]=[CH:29][CH:28]=[CH:27][CH:26]=1. (4) The reactants are [Br:1][C:2]1[CH:8]=[CH:7][C:5]([NH2:6])=[C:4]([CH2:9][CH:10]([O:13][CH3:14])[O:11][CH3:12])[CH:3]=1.[CH3:15][N:16]1[CH:21]2[CH2:22][CH2:23][CH:17]1[CH2:18][C:19](=O)[CH2:20]2.S([O-])([O-])(=O)=O.[Na+].[Na+].C(O[BH-](OC(=O)C)OC(=O)C)(=O)C.[Na+]. The catalyst is C(O)(=O)C.C(OCC)(=O)C. The product is [Br:1][C:2]1[CH:8]=[CH:7][C:5]([NH:6][CH:19]2[CH2:20][CH:21]3[N:16]([CH3:15])[CH:17]([CH2:23][CH2:22]3)[CH2:18]2)=[C:4]([CH2:9][CH:10]([O:13][CH3:14])[O:11][CH3:12])[CH:3]=1. The yield is 0.361. (5) The reactants are [Br:1][C:2]1[CH:7]=[CH:6][C:5]([C@@H:8]2[O:13][CH2:12][CH2:11][N:10]([C@@H](C3C=CC=CC=3)C)[CH2:9]2)=[CH:4][CH:3]=1.[Cl:22]C(OC(Cl)C)=O. The catalyst is ClCCCl. The product is [ClH:22].[Br:1][C:2]1[CH:3]=[CH:4][C:5]([C@@H:8]2[O:13][CH2:12][CH2:11][NH:10][CH2:9]2)=[CH:6][CH:7]=1. The yield is 0.930. (6) The reactants are [OH:1][C@@H:2]1[CH2:26][CH2:25][C@@:24]2([CH3:27])[C@H:4]([CH2:5][CH2:6][C@@H:7]3[C:23]2=[CH:22][C:21](=[O:28])[C@@:20]2([CH3:29])[C@H:8]3[CH2:9][CH2:10][C@@H:11]2[C@H:12]([CH3:19])[CH2:13][CH2:14][C:15]([O:17][CH3:18])=[O:16])[CH2:3]1.[CH3:30][CH2:31][O:32]C(C)=O. The catalyst is [Pd]. The product is [C:31]([O:1][C@@H:2]1[CH2:26][CH2:25][C@@:24]2([CH3:27])[C@H:4]([CH2:5][CH2:6][C@@H:7]3[C@@H:23]2[CH2:22][C:21](=[O:28])[C@@:20]2([CH3:29])[C@H:8]3[CH2:9][CH2:10][C@@H:11]2[C@H:12]([CH3:19])[CH2:13][CH2:14][C:15]([O:17][CH3:18])=[O:16])[CH2:3]1)(=[O:32])[CH3:30]. The yield is 0.800. (7) The reactants are [NH2:1][C@@H:2]([CH2:11][CH2:12][CH3:13])[CH:3]([OH:10])[C:4]([NH:6][CH:7]1[CH2:9][CH2:8]1)=[O:5].CCN(C(C)C)C(C)C.[CH2:23]([O:26][C:27](Cl)=[O:28])[CH:24]=[CH2:25].Cl. The catalyst is C(Cl)Cl.O. The product is [CH:7]1([NH:6][C:4](=[O:5])[CH:3]([OH:10])[CH:2]([NH:1][C:27](=[O:28])[O:26][CH2:23][CH:24]=[CH2:25])[CH2:11][CH2:12][CH3:13])[CH2:8][CH2:9]1. The yield is 0.930.